Dataset: NCI-60 drug combinations with 297,098 pairs across 59 cell lines. Task: Regression. Given two drug SMILES strings and cell line genomic features, predict the synergy score measuring deviation from expected non-interaction effect. Drug 1: CC1=C(C=C(C=C1)NC2=NC=CC(=N2)N(C)C3=CC4=NN(C(=C4C=C3)C)C)S(=O)(=O)N.Cl. Drug 2: C1C(C(OC1N2C=NC3=C2NC=NCC3O)CO)O. Cell line: KM12. Synergy scores: CSS=9.24, Synergy_ZIP=5.38, Synergy_Bliss=2.32, Synergy_Loewe=4.45, Synergy_HSA=4.31.